Task: Regression. Given a peptide amino acid sequence and an MHC pseudo amino acid sequence, predict their binding affinity value. This is MHC class I binding data.. Dataset: Peptide-MHC class I binding affinity with 185,985 pairs from IEDB/IMGT The peptide sequence is WQIERASLI. The MHC is HLA-A02:06 with pseudo-sequence HLA-A02:06. The binding affinity (normalized) is 0.735.